From a dataset of Full USPTO retrosynthesis dataset with 1.9M reactions from patents (1976-2016). Predict the reactants needed to synthesize the given product. (1) The reactants are: C([O:4][C:5]1[CH:10]=[CH:9][CH:8]=[C:7]([F:11])[C:6]=1[C:12]1[CH:17]=[CH:16][CH:15]=[CH:14][C:13]=1[Cl:18])C=C.[C:19]1(C)[CH:24]=C(C)C=C(C)[CH:20]=1. Given the product [CH2:24]([C:10]1[CH:9]=[CH:8][C:7]([F:11])=[C:6]([C:12]2[CH:17]=[CH:16][CH:15]=[CH:14][C:13]=2[Cl:18])[C:5]=1[OH:4])[CH:19]=[CH2:20], predict the reactants needed to synthesize it. (2) Given the product [CH3:1][O:2][C:3](=[O:33])[CH2:4][C@H:5]1[C:9]2[CH:10]=[CH:11][C:12]([O:14][C@H:15]3[C:23]4[C:18](=[C:19]([O:25][C:26]5[CH:31]=[CH:30][N:29]=[C:28]([O:39][C@H:36]6[CH2:37][CH2:38][O:34][CH2:35]6)[CH:27]=5)[CH:20]=[CH:21][C:22]=4[F:24])[CH2:17][CH2:16]3)=[CH:13][C:8]=2[O:7][CH2:6]1, predict the reactants needed to synthesize it. The reactants are: [CH3:1][O:2][C:3](=[O:33])[CH2:4][C@H:5]1[C:9]2[CH:10]=[CH:11][C:12]([O:14][C@H:15]3[C:23]4[C:18](=[C:19]([O:25][C:26]5[CH:31]=[CH:30][N:29]=[C:28](Br)[CH:27]=5)[CH:20]=[CH:21][C:22]=4[F:24])[CH2:17][CH2:16]3)=[CH:13][C:8]=2[O:7][CH2:6]1.[O:34]1[CH2:38][CH2:37][C@H:36]([OH:39])[CH2:35]1.C(=O)([O-])[O-].[Cs+].[Cs+].CC1C=NC2C(C=1C)=CC=C1C=2N=CC(C)=C1C.